Predict the reactants needed to synthesize the given product. From a dataset of Full USPTO retrosynthesis dataset with 1.9M reactions from patents (1976-2016). Given the product [CH3:8][C:5]1[CH:6]=[CH:7][C:2]([CH2:1][O:16][C:13](=[O:15])[CH3:14])=[N:3][CH:4]=1, predict the reactants needed to synthesize it. The reactants are: [CH3:1][C:2]1[CH:7]=[CH:6][C:5]([CH3:8])=[CH:4][N+:3]=1[O-].C(O)C.[C:13]([O:16]C(=O)C)(=[O:15])[CH3:14].